This data is from Full USPTO retrosynthesis dataset with 1.9M reactions from patents (1976-2016). The task is: Predict the reactants needed to synthesize the given product. (1) Given the product [NH2:18][C@@H:17]([CH2:16][CH2:15][O:14][CH2:7][C:8]1[CH:13]=[CH:12][CH:11]=[CH:10][CH:9]=1)[CH2:19][OH:20], predict the reactants needed to synthesize it. The reactants are: B.O1CCCC1.[CH2:7]([O:14][CH2:15][CH2:16][C@@H:17]([C:19](O)=[O:20])[NH2:18])[C:8]1[CH:13]=[CH:12][CH:11]=[CH:10][CH:9]=1. (2) Given the product [Cl:17][C:7]1[NH:6][C:5]2[CH:10]=[C:11]([Cl:12])[C:2]([Cl:1])=[CH:3][C:4]=2[N:8]=1, predict the reactants needed to synthesize it. The reactants are: [Cl:1][C:2]1[C:11]([Cl:12])=[CH:10][C:5]2[NH:6][C:7](=O)[NH:8][C:4]=2[CH:3]=1.O.N.P(Cl)(Cl)([Cl:17])=O. (3) Given the product [CH2:15]([O:10][C:8]1[CH:9]=[C:4]([Br:3])[CH:5]=[C:6]([O:13][CH3:14])[C:7]=1[O:11][CH3:12])[C:16]1[CH:21]=[CH:20][CH:19]=[CH:18][CH:17]=1, predict the reactants needed to synthesize it. The reactants are: [H-].[Na+].[Br:3][C:4]1[CH:5]=[C:6]([O:13][CH3:14])[C:7]([O:11][CH3:12])=[C:8]([OH:10])[CH:9]=1.[CH2:15](Br)[C:16]1[CH:21]=[CH:20][CH:19]=[CH:18][CH:17]=1.O. (4) The reactants are: [F:1][C:2]1[CH:3]=[C:4]([C:24]([F:27])([F:26])[F:25])[N:5]2[CH2:22][CH2:21][N:20]([CH3:23])[C:7]3([CH2:12][CH2:11][N:10](C(OC(C)(C)C)=O)[CH2:9][CH2:8]3)[C:6]=12.[ClH:28]. Given the product [ClH:28].[ClH:28].[F:1][C:2]1[CH:3]=[C:4]([C:24]([F:26])([F:25])[F:27])[N:5]2[CH2:22][CH2:21][N:20]([CH3:23])[C:7]3([CH2:8][CH2:9][NH:10][CH2:11][CH2:12]3)[C:6]=12, predict the reactants needed to synthesize it. (5) Given the product [F:1][C:2]1[CH:3]=[CH:4][C:5]([CH2:6][NH:7][C:8]([C:10]2[N:11]=[C:12]3[C:18]4([N:21]([CH2:41][CH2:42][OH:43])[C:22](=[O:52])[C:23]([N:34]([CH3:35])[CH3:37])=[O:24])[CH2:17][CH2:16][CH:15]([CH2:20][CH2:19]4)[CH2:14][N:13]3[C:25](=[O:28])[C:26]=2[OH:27])=[O:9])=[CH:29][CH:30]=1, predict the reactants needed to synthesize it. The reactants are: [F:1][C:2]1[CH:30]=[CH:29][C:5]([CH2:6][NH:7][C:8]([C:10]2[N:11]=[C:12]3[C:18]4([NH:21][CH2:22][CH2:23][OH:24])[CH2:19][CH2:20][CH:15]([CH2:16][CH2:17]4)[CH2:14][N:13]3[C:25](=[O:28])[C:26]=2[OH:27])=[O:9])=[CH:4][CH:3]=1.C([N:34]([CH:37](C)C)[CH2:35]C)(C)C.Cl[C:41](=O)[C:42](OC)=[O:43].CNC.C([OH:52])C. (6) The reactants are: [CH:1]1([C:4]2[O:5][C:6]([C:9]3[CH:10]=[C:11]4[C:15](=[CH:16][CH:17]=3)[N:14](S(C3C=CC(C)=CC=3)(=O)=O)[CH:13]=[C:12]4[C:28]3[CH:33]=[N:32][CH:31]=[C:30]([CH:34]4[CH2:36][CH2:35]4)[N:29]=3)=[N:7][N:8]=2)[CH2:3][CH2:2]1.[OH-].[Na+]. Given the product [CH:1]1([C:4]2[O:5][C:6]([C:9]3[CH:10]=[C:11]4[C:15](=[CH:16][CH:17]=3)[NH:14][CH:13]=[C:12]4[C:28]3[CH:33]=[N:32][CH:31]=[C:30]([CH:34]4[CH2:36][CH2:35]4)[N:29]=3)=[N:7][N:8]=2)[CH2:3][CH2:2]1, predict the reactants needed to synthesize it. (7) Given the product [CH3:22][S:23]([NH:1][C:2]1[CH:3]=[CH:4][C:5]([C:18]([F:19])([F:20])[F:21])=[C:6]([CH:17]=1)[C:7]([O:9][CH2:10][C:11]1[CH:16]=[CH:15][CH:14]=[CH:13][CH:12]=1)=[O:8])(=[O:25])=[O:24], predict the reactants needed to synthesize it. The reactants are: [NH2:1][C:2]1[CH:3]=[CH:4][C:5]([C:18]([F:21])([F:20])[F:19])=[C:6]([CH:17]=1)[C:7]([O:9][CH2:10][C:11]1[CH:16]=[CH:15][CH:14]=[CH:13][CH:12]=1)=[O:8].[CH3:22][S:23](Cl)(=[O:25])=[O:24]. (8) Given the product [CH2:1]([O:3][C:4](=[O:25])/[C:5](/[CH2:6][CH2:7][CH2:8][O:9][CH2:10][C:11]1[CH:12]=[CH:13][CH:14]=[CH:15][CH:16]=1)=[CH:45]\[CH2:44][C@H:36]([NH:35][C:33]([O:32][C:28]([CH3:29])([CH3:31])[CH3:30])=[O:34])[C:37]([O:39][C:40]([CH3:41])([CH3:42])[CH3:43])=[O:38])[CH3:2].[CH2:1]([O:3][C:4](=[O:25])/[C:5](/[CH2:6][CH2:7][CH2:8][O:9][CH2:10][C:11]1[CH:12]=[CH:13][CH:14]=[CH:15][CH:16]=1)=[CH:45]/[CH2:44][C@H:36]([NH:35][C:33]([O:32][C:28]([CH3:29])([CH3:31])[CH3:30])=[O:34])[C:37]([O:39][C:40]([CH3:41])([CH3:42])[CH3:43])=[O:38])[CH3:2], predict the reactants needed to synthesize it. The reactants are: [CH2:1]([O:3][C:4](=[O:25])[CH:5](P(OCC)(OCC)=O)[CH2:6][CH2:7][CH2:8][O:9][CH2:10][C:11]1[CH:16]=[CH:15][CH:14]=[CH:13][CH:12]=1)[CH3:2].[H-].[Na+].[C:28]([O:32][C:33]([NH:35][C@@H:36]([CH2:44][CH:45]=O)[C:37]([O:39][C:40]([CH3:43])([CH3:42])[CH3:41])=[O:38])=[O:34])([CH3:31])([CH3:30])[CH3:29]. (9) Given the product [F:1][C:2]1[C:10]([O:11][C:12]2[C:21]3[C:16](=[CH:17][C:18]([O:24][CH2:25][CH2:26][CH2:27][C:28]([CH:48]4[C:36]5([CH2:35][CH2:34][NH:40][CH2:41][CH2:37]5)[CH2:50][O:49]4)=[O:29])=[C:19]([O:22][CH3:23])[CH:20]=3)[N:15]=[CH:14][N:13]=2)=[CH:9][CH:8]=[C:7]2[C:3]=1[CH:4]=[C:5]([CH3:31])[NH:6]2, predict the reactants needed to synthesize it. The reactants are: [F:1][C:2]1[C:10]([O:11][C:12]2[C:21]3[C:16](=[CH:17][C:18]([O:24][CH2:25][CH2:26][CH2:27][C:28](O)=[O:29])=[C:19]([O:22][CH3:23])[CH:20]=3)[N:15]=[CH:14][N:13]=2)=[CH:9][CH:8]=[C:7]2[C:3]=1[CH:4]=[C:5]([CH3:31])[NH:6]2.OC1[C:41]2[N:40]=NN[C:37]=2[CH:36]=[CH:35][CH:34]=1.C(O)(=O)C(O)=O.[CH2:48]1C2(CCNCC2)[CH2:50][O:49]1.C1C2(CCNCC2)CO1.C(N(CC)C(C)C)(C)C.Cl.C(N=C=NCCCN(C)C)C.